This data is from NCI-60 drug combinations with 297,098 pairs across 59 cell lines. The task is: Regression. Given two drug SMILES strings and cell line genomic features, predict the synergy score measuring deviation from expected non-interaction effect. (1) Synergy scores: CSS=1.97, Synergy_ZIP=-5.99, Synergy_Bliss=-11.8, Synergy_Loewe=-44.6, Synergy_HSA=-10.7. Cell line: LOX IMVI. Drug 1: CC1=CC2C(CCC3(C2CCC3(C(=O)C)OC(=O)C)C)C4(C1=CC(=O)CC4)C. Drug 2: C1=CC=C(C=C1)NC(=O)CCCCCCC(=O)NO. (2) Drug 1: C#CCC(CC1=CN=C2C(=N1)C(=NC(=N2)N)N)C3=CC=C(C=C3)C(=O)NC(CCC(=O)O)C(=O)O. Drug 2: CC1CCCC2(C(O2)CC(NC(=O)CC(C(C(=O)C(C1O)C)(C)C)O)C(=CC3=CSC(=N3)C)C)C. Cell line: OVCAR-8. Synergy scores: CSS=25.0, Synergy_ZIP=1.69, Synergy_Bliss=0.0572, Synergy_Loewe=1.35, Synergy_HSA=0.802. (3) Drug 1: C1CN(CCN1C(=O)CCBr)C(=O)CCBr. Drug 2: C(CCl)NC(=O)N(CCCl)N=O. Cell line: NCIH23. Synergy scores: CSS=35.3, Synergy_ZIP=0.788, Synergy_Bliss=0.880, Synergy_Loewe=-6.43, Synergy_HSA=1.26. (4) Drug 2: C1=CC=C(C(=C1)C(C2=CC=C(C=C2)Cl)C(Cl)Cl)Cl. Cell line: NCIH23. Drug 1: C1=CC(=CC=C1CCCC(=O)O)N(CCCl)CCCl. Synergy scores: CSS=52.2, Synergy_ZIP=-0.466, Synergy_Bliss=-0.0873, Synergy_Loewe=-5.13, Synergy_HSA=0.439. (5) Synergy scores: CSS=4.46, Synergy_ZIP=3.22, Synergy_Bliss=-3.49, Synergy_Loewe=-11.3, Synergy_HSA=-2.29. Drug 2: CN1C2=C(C=C(C=C2)N(CCCl)CCCl)N=C1CCCC(=O)O.Cl. Drug 1: CC1=C(C(CCC1)(C)C)C=CC(=CC=CC(=CC(=O)O)C)C. Cell line: K-562. (6) Drug 1: CC1CCC2CC(C(=CC=CC=CC(CC(C(=O)C(C(C(=CC(C(=O)CC(OC(=O)C3CCCCN3C(=O)C(=O)C1(O2)O)C(C)CC4CCC(C(C4)OC)OCCO)C)C)O)OC)C)C)C)OC. Drug 2: CC12CCC3C(C1CCC2OP(=O)(O)O)CCC4=C3C=CC(=C4)OC(=O)N(CCCl)CCCl.[Na+]. Cell line: HCC-2998. Synergy scores: CSS=21.1, Synergy_ZIP=-3.05, Synergy_Bliss=-0.919, Synergy_Loewe=1.29, Synergy_HSA=1.21. (7) Cell line: T-47D. Drug 1: CC1=C(C=C(C=C1)NC2=NC=CC(=N2)N(C)C3=CC4=NN(C(=C4C=C3)C)C)S(=O)(=O)N.Cl. Drug 2: CCC1(C2=C(COC1=O)C(=O)N3CC4=CC5=C(C=CC(=C5CN(C)C)O)N=C4C3=C2)O.Cl. Synergy scores: CSS=12.9, Synergy_ZIP=-5.60, Synergy_Bliss=1.48, Synergy_Loewe=-23.8, Synergy_HSA=0.146. (8) Drug 1: CC(C)(C#N)C1=CC(=CC(=C1)CN2C=NC=N2)C(C)(C)C#N. Drug 2: CCCCCOC(=O)NC1=NC(=O)N(C=C1F)C2C(C(C(O2)C)O)O. Cell line: TK-10. Synergy scores: CSS=-6.21, Synergy_ZIP=0.00567, Synergy_Bliss=-4.30, Synergy_Loewe=-3.09, Synergy_HSA=-5.82. (9) Drug 1: CCC1=CC2CC(C3=C(CN(C2)C1)C4=CC=CC=C4N3)(C5=C(C=C6C(=C5)C78CCN9C7C(C=CC9)(C(C(C8N6C)(C(=O)OC)O)OC(=O)C)CC)OC)C(=O)OC.C(C(C(=O)O)O)(C(=O)O)O. Drug 2: COC1=CC(=CC(=C1O)OC)C2C3C(COC3=O)C(C4=CC5=C(C=C24)OCO5)OC6C(C(C7C(O6)COC(O7)C8=CC=CS8)O)O. Cell line: CAKI-1. Synergy scores: CSS=45.8, Synergy_ZIP=-7.31, Synergy_Bliss=-7.38, Synergy_Loewe=-4.64, Synergy_HSA=-0.893.